Predict the reaction yield, written as a fraction of the theoretical maximum amount of product (1.0 means a 100% yield; for example, 0.34 means a 34% yield). From a dataset of Reaction yield outcomes from USPTO patents with 853,638 reactions. The reactants are [CH2:1]1[C:9]2[C:4](=[CH:5][CH:6]=[CH:7][CH:8]=2)[CH2:3][CH2:2]1.[C:10](OC(=O)C)(=[O:12])[CH3:11].[Al+3].[Cl-].[Cl-].[Cl-]. The yield is 0.880. The catalyst is C(Cl)Cl. The product is [CH2:1]1[C:9]2[C:4](=[CH:5][CH:6]=[C:7]([C:10](=[O:12])[CH3:11])[CH:8]=2)[CH2:3][CH2:2]1.